Dataset: Forward reaction prediction with 1.9M reactions from USPTO patents (1976-2016). Task: Predict the product of the given reaction. (1) Given the reactants [O:1]1[CH:5]=[CH:4][C:3]([C:6]2[CH:7]=[C:8]([C:18]([F:21])([F:20])[F:19])[C:9]3[N:10]([CH:12]=[C:13]([CH2:15][C:16]#[N:17])[N:14]=3)[CH:11]=2)=[CH:2]1.[BH4-].[Na+].[CH3:24][C:25]([O:28][C:29](O[C:29]([O:28][C:25]([CH3:27])([CH3:26])[CH3:24])=[O:30])=[O:30])([CH3:27])[CH3:26], predict the reaction product. The product is: [C:25]([O:28][C:29](=[O:30])[NH:17][CH2:16][CH2:15][C:13]1[N:14]=[C:9]2[C:8]([C:18]([F:19])([F:21])[F:20])=[CH:7][C:6]([C:3]3[CH:4]=[CH:5][O:1][CH:2]=3)=[CH:11][N:10]2[CH:12]=1)([CH3:27])([CH3:26])[CH3:24]. (2) Given the reactants [OH:1][CH2:2][CH2:3][CH2:4][NH:5][C:6]1[CH:13]=[CH:12][C:9]([C:10]#[N:11])=[CH:8][C:7]=1[N+:14]([O-])=O.[H][H], predict the reaction product. The product is: [NH2:14][C:7]1[CH:8]=[C:9]([CH:12]=[CH:13][C:6]=1[NH:5][CH2:4][CH2:3][CH2:2][OH:1])[C:10]#[N:11].